Dataset: Forward reaction prediction with 1.9M reactions from USPTO patents (1976-2016). Task: Predict the product of the given reaction. Given the reactants [N:1]1[N:2]([C:6]2[CH:7]=[C:8]([NH:12][C:13]3[C:18]([C:19]([NH2:21])=[O:20])=[CH:17][N:16]=[C:15]([NH:22][C@H:23]4[CH2:28][CH2:27][CH2:26][CH2:25][C@H:24]4[NH2:29])[N:14]=3)[CH:9]=[CH:10][CH:11]=2)[N:3]=[CH:4][CH:5]=1.[N:30]1[N:31]([C:35]2[CH:36]=[C:37]([NH:41][C:42]3[C:47]([C:48]([NH2:50])=[O:49])=[CH:46][N:45]=[C:44]([NH:51][C@@H:52]4[CH2:57][CH2:56][CH2:55][CH2:54][C@@H:53]4[NH2:58])[N:43]=3)[CH:38]=[CH:39][CH:40]=2)[N:32]=[CH:33][CH:34]=1, predict the reaction product. The product is: [N:1]1[N:2]([C:6]2[CH:7]=[C:8]([NH:12][C:13]3[C:18]([C:19]([NH2:21])=[O:20])=[CH:17][N:16]=[C:15]([NH:22][C@@H:23]4[CH2:28][CH2:27][CH2:26][CH2:25][C@@H:24]4[NH2:29])[N:14]=3)[CH:9]=[CH:10][CH:11]=2)[N:3]=[CH:4][CH:5]=1.[N:30]1[N:31]([C:35]2[CH:36]=[C:37]([NH:41][C:42]3[C:47]([C:48]([NH2:50])=[O:49])=[CH:46][N:45]=[C:44]([NH:51][C@@H:52]4[CH2:57][CH2:56][CH2:55][CH2:54][C@@H:53]4[NH:58][CH:19]=[O:20])[N:43]=3)[CH:38]=[CH:39][CH:40]=2)[N:32]=[CH:33][CH:34]=1.